Dataset: Reaction yield outcomes from USPTO patents with 853,638 reactions. Task: Predict the reaction yield, written as a fraction of the theoretical maximum amount of product (1.0 means a 100% yield; for example, 0.34 means a 34% yield). (1) The catalyst is ClCCl. The product is [OH:1][C@H:2]([CH3:38])[C@H:3]([NH:7][C:8]([C:10]1[C:18]2[C:13](=[N:14][CH:15]=[C:16]([C:19]3[C:27]4[C:22](=[CH:23][C:24]([F:28])=[CH:25][CH:26]=4)[N:21]([CH3:29])[N:20]=3)[N:17]=2)[NH:12][CH:11]=1)=[O:9])[CH2:4][O:5][CH3:6]. The yield is 0.470. The reactants are [OH:1][C@H:2]([CH3:38])[C@H:3]([NH:7][C:8]([C:10]1[C:18]2[C:13](=[N:14][CH:15]=[C:16]([C:19]3[C:27]4[C:22](=[CH:23][C:24]([F:28])=[CH:25][CH:26]=4)[N:21]([CH3:29])[N:20]=3)[N:17]=2)[N:12](COCC[Si](C)(C)C)[CH:11]=1)=[O:9])[CH2:4][O:5][CH3:6].C(O)(C(F)(F)F)=O.C(N)CN. (2) The reactants are [CH3:1][O:2][C:3]1[CH:10]=[C:9]([O:11][CH3:12])[CH:8]=[CH:7][C:4]=1[CH2:5][NH2:6].N1C=CC=CC=1.[F:19][C:20]1[CH:25]=[C:24]([F:26])[CH:23]=[CH:22][C:21]=1[S:27](Cl)(=[O:29])=[O:28].[C:31](O[C:31]([O:33][C:34]([CH3:37])([CH3:36])[CH3:35])=[O:32])([O:33][C:34]([CH3:37])([CH3:36])[CH3:35])=[O:32].CN(C1C=CC=CN=1)C. The catalyst is ClCCl. The product is [F:19][C:20]1[CH:25]=[C:24]([F:26])[CH:23]=[CH:22][C:21]=1[S:27]([N:6]([CH2:5][C:4]1[CH:7]=[CH:8][C:9]([O:11][CH3:12])=[CH:10][C:3]=1[O:2][CH3:1])[C:31](=[O:32])[O:33][C:34]([CH3:37])([CH3:36])[CH3:35])(=[O:29])=[O:28]. The yield is 0.390.